From a dataset of Full USPTO retrosynthesis dataset with 1.9M reactions from patents (1976-2016). Predict the reactants needed to synthesize the given product. (1) The reactants are: [NH:1]1[C:5]2[CH:6]=[CH:7][CH:8]=[CH:9][C:4]=2[N:3]=[C:2]1[CH2:10][NH:11][C:12]1[CH:17]=[CH:16][C:15]([S:18]([NH:21][C:22]2[N:27]=[C:26]([CH3:28])[CH:25]=[C:24]([CH3:29])[N:23]=2)(=[O:20])=[O:19])=[CH:14][CH:13]=1.[C:30](Cl)(=[O:32])[CH3:31]. Given the product [NH:1]1[C:5]2[CH:6]=[CH:7][CH:8]=[CH:9][C:4]=2[N:3]=[C:2]1[CH2:10][N:11]([C:12]1[CH:17]=[CH:16][C:15]([S:18](=[O:20])(=[O:19])[NH:21][C:22]2[N:23]=[C:24]([CH3:29])[CH:25]=[C:26]([CH3:28])[N:27]=2)=[CH:14][CH:13]=1)[C:30](=[O:32])[CH3:31], predict the reactants needed to synthesize it. (2) Given the product [CH3:20][O:24][C:25](=[O:27])[NH:26][C:2]1[C:7]2[S:8][C:9]([C:11]3[C:16]([Cl:17])=[CH:15][CH:14]=[CH:13][C:12]=3[Cl:18])=[N:10][C:6]=2[C:5]([F:19])=[CH:4][N:3]=1, predict the reactants needed to synthesize it. The reactants are: Br[C:2]1[C:7]2[S:8][C:9]([C:11]3[C:16]([Cl:17])=[CH:15][CH:14]=[CH:13][C:12]=3[Cl:18])=[N:10][C:6]=2[C:5]([F:19])=[CH:4][N:3]=1.[C:20]([O:24][C:25](=[O:27])[NH2:26])(C)(C)C.[O-]P([O-])([O-])=O.[K+].[K+].[K+]. (3) Given the product [C:23]([O:22][C:20]([N:19]1[C@H:10]([CH2:9][OH:8])[CH2:11][CH2:12][C@@H:13]1[CH2:14][CH2:15][CH:16]=[CH2:17])=[O:21])([CH3:26])([CH3:25])[CH3:24], predict the reactants needed to synthesize it. The reactants are: C([O:8][C:9](=O)[C@@H:10]([NH:19][C:20]([O:22][C:23]([CH3:26])([CH3:25])[CH3:24])=[O:21])[CH2:11][CH2:12][C:13](=O)[CH2:14][CH2:15][CH:16]=[CH2:17])C1C=CC=CC=1.C1([SiH](C2C=CC=CC=2)C2C=CC=CC=2)C=CC=CC=1.FC1C(B(C2C(F)=C(F)C(F)=C(F)C=2F)C2C(F)=C(F)C(F)=C(F)C=2F)=C(F)C(F)=C(F)C=1F.C(OC(N1[C@@H](CCC=C)CC[C@H]1C(OCC1C=CC=CC=1)=O)=O)(C)(C)C.[H-].[Al+3].[Li+].[H-].[H-].[H-]. (4) Given the product [NH:17]1[C:18]2[C:23](=[CH:22][CH:21]=[CH:20][CH:19]=2)[C:15]([C:13]2[N:3]=[N:2][N:1]([C:4]3[CH:5]=[CH:6][C:7]([C:8]([OH:10])=[O:9])=[CH:11][CH:12]=3)[CH:14]=2)=[N:16]1, predict the reactants needed to synthesize it. The reactants are: [N:1]([C:4]1[CH:12]=[CH:11][C:7]([C:8]([OH:10])=[O:9])=[CH:6][CH:5]=1)=[N+:2]=[N-:3].[C:13]([C:15]1[C:23]2[C:18](=[CH:19][CH:20]=[CH:21][CH:22]=2)[NH:17][N:16]=1)#[CH:14]. (5) Given the product [NH2:21][CH2:20][CH2:19][CH:16]1[O:17][CH2:18][CH:13]([NH:12][C:11](=[O:39])[O:10][C:6]([CH3:8])([CH3:7])[CH3:9])[CH2:14][O:15]1, predict the reactants needed to synthesize it. The reactants are: C(NCC)C.[C:6]([O:10][C:11](=[O:39])[NH:12][CH:13]1[CH2:18][O:17][CH:16]([CH2:19][CH2:20][NH:21]C(OCC2C3C=CC=CC=3C3C2=CC=CC=3)=O)[O:15][CH2:14]1)([CH3:9])([CH3:8])[CH3:7]. (6) Given the product [C:12]([O:16][C:17](=[O:26])[NH:18][C@H:19]1[CH2:20][CH2:21][C@@H:22]([NH:25][C:5]([C:4]2[CH:8]=[CH:9][C:10]([F:11])=[C:2]([F:1])[CH:3]=2)=[O:7])[CH2:23][CH2:24]1)([CH3:15])([CH3:13])[CH3:14], predict the reactants needed to synthesize it. The reactants are: [F:1][C:2]1[CH:3]=[C:4]([CH:8]=[CH:9][C:10]=1[F:11])[C:5]([OH:7])=O.[C:12]([O:16][C:17](=[O:26])[NH:18][C@H:19]1[CH2:24][CH2:23][C@@H:22]([NH2:25])[CH2:21][CH2:20]1)([CH3:15])([CH3:14])[CH3:13].CCN(CC)CC.C1C=CC2N(O)N=NC=2C=1.O.CCN=C=NCCCN(C)C.Cl.